From a dataset of Reaction yield outcomes from USPTO patents with 853,638 reactions. Predict the reaction yield, written as a fraction of the theoretical maximum amount of product (1.0 means a 100% yield; for example, 0.34 means a 34% yield). The reactants are NCC(C1NC2C(C=1)=CC=CN=2)OC1CCCCO1.[Cl:20][C:21]1[CH:29]=[CH:28][N:27]=[C:26]2[C:22]=1[CH:23]=[C:24]([CH:30]([O:43][CH:44]1[CH2:49][CH2:48][CH2:47][CH2:46][O:45]1)[CH2:31][N:32]1C(=O)C3=CC=CC=C3C1=O)[NH:25]2.NN.O. The catalyst is CCO. The product is [NH2:32][CH2:31][CH:30]([C:24]1[NH:25][C:26]2[C:22]([CH:23]=1)=[C:21]([Cl:20])[CH:29]=[CH:28][N:27]=2)[O:43][CH:44]1[CH2:49][CH2:48][CH2:47][CH2:46][O:45]1. The yield is 0.970.